From a dataset of Forward reaction prediction with 1.9M reactions from USPTO patents (1976-2016). Predict the product of the given reaction. (1) Given the reactants [CH3:1][O:2][C:3]1[CH:8]=[CH:7][C:6](Br)=[CH:5][N:4]=1.[Li]CCCC.[CH3:15][O:16][C:17](=[O:26])[C:18]1[CH:23]=[CH:22][C:21](Br)=[CH:20][C:19]=1[CH3:25], predict the reaction product. The product is: [CH3:25][C:19]1[CH:20]=[C:21]([C:6]2[CH:7]=[CH:8][C:3]([O:2][CH3:1])=[N:4][CH:5]=2)[CH:22]=[CH:23][C:18]=1[C:17]([O:16][CH3:15])=[O:26]. (2) Given the reactants [CH3:1][O:2][N:3]=[CH:4][C@@H:5]1[CH2:8][C:7](=[O:9])[N:6]1[Si:10]([C:23]([CH3:26])([CH3:25])[CH3:24])([C:17]1[CH:22]=[CH:21][CH:20]=[CH:19][CH:18]=1)[C:11]1[CH:16]=[CH:15][CH:14]=[CH:13][CH:12]=1.C([N-]C(C)C)(C)C.[Li+].[C:35]([O:39][C:40](=[O:59])[N:41]([C:51]1[CH:56]=[C:55]([CH2:57]Br)[CH:54]=[CH:53][N:52]=1)[CH2:42][C:43]1[CH:48]=[CH:47][C:46]([O:49][CH3:50])=[CH:45][CH:44]=1)([CH3:38])([CH3:37])[CH3:36], predict the reaction product. The product is: [C:35]([O:39][C:40](=[O:59])[N:41]([C:51]1[CH:56]=[C:55]([CH2:57][C@H:8]2[C:7](=[O:9])[N:6]([Si:10]([C:23]([CH3:26])([CH3:25])[CH3:24])([C:11]3[CH:16]=[CH:15][CH:14]=[CH:13][CH:12]=3)[C:17]3[CH:22]=[CH:21][CH:20]=[CH:19][CH:18]=3)[C@@H:5]2[CH:4]=[N:3][O:2][CH3:1])[CH:54]=[CH:53][N:52]=1)[CH2:42][C:43]1[CH:44]=[CH:45][C:46]([O:49][CH3:50])=[CH:47][CH:48]=1)([CH3:38])([CH3:37])[CH3:36]. (3) The product is: [CH3:32][C:2]1([CH3:1])[C:4]2([CH2:5][CH2:6][CH2:7]2)[C@:3]21[CH2:11][C@@H:10]([C:12](=[O:13])[NH:14][C@:15]1([C:20](=[O:31])[NH:21][S:22]([C:25]3([CH2:28][CH2:29][CH3:30])[CH2:26][CH2:27]3)(=[O:24])=[O:23])[CH2:17][C@H:16]1[CH:18]=[CH2:19])[N:9]([C:42]([C@@H:41]([NH:40][C:38](=[O:39])[O:37][C:33]([CH3:36])([CH3:35])[CH3:34])[C:45]([CH3:48])([CH3:47])[CH3:46])=[O:43])[CH2:8]2. Given the reactants [CH3:1][C:2]1([CH3:32])[C:4]2([CH2:7][CH2:6][CH2:5]2)[C@:3]21[CH2:11][C@@H:10]([C:12]([NH:14][C@:15]1([C:20](=[O:31])[NH:21][S:22]([C:25]3([CH2:28][CH2:29][CH3:30])[CH2:27][CH2:26]3)(=[O:24])=[O:23])[CH2:17][C@H:16]1[CH:18]=[CH2:19])=[O:13])[NH:9][CH2:8]2.[C:33]([O:37][C:38]([NH:40][C@@H:41]([C:45]([CH3:48])([CH3:47])[CH3:46])[C:42](O)=[O:43])=[O:39])([CH3:36])([CH3:35])[CH3:34].CN(C(ON1N=NC2C=CC=NC1=2)=[N+](C)C)C.F[P-](F)(F)(F)(F)F.CCN(C(C)C)C(C)C, predict the reaction product. (4) Given the reactants Br[C:2]1[C:3]([Cl:32])=[CH:4][C:5]([O:30][CH3:31])=[C:6]([NH:8][C@@H:9]([CH3:29])[C:10]([N:12]2[CH2:17][CH2:16][N:15]([CH:18]3[CH2:21][N:20]([C:22]([O:24][C:25]([CH3:28])([CH3:27])[CH3:26])=[O:23])[CH2:19]3)[CH2:14][CH2:13]2)=[O:11])[CH:7]=1.[CH:33]1(B(O)O)[CH2:35][CH2:34]1.C1(P(C2CCCCC2)C2CCCCC2)CCCCC1, predict the reaction product. The product is: [Cl:32][C:3]1[C:2]([CH:33]2[CH2:35][CH2:34]2)=[CH:7][C:6]([NH:8][C@@H:9]([CH3:29])[C:10]([N:12]2[CH2:13][CH2:14][N:15]([CH:18]3[CH2:21][N:20]([C:22]([O:24][C:25]([CH3:28])([CH3:27])[CH3:26])=[O:23])[CH2:19]3)[CH2:16][CH2:17]2)=[O:11])=[C:5]([O:30][CH3:31])[CH:4]=1. (5) Given the reactants [NH2:1][C:2]1[N:7]=[C:6]([C:8]2[CH:13]=[CH:12][CH:11]=[CH:10][CH:9]=2)[CH:5]=[CH:4][N:3]=1.[ClH:14], predict the reaction product. The product is: [ClH:14].[C:8]1([CH:6]2[NH:7][C:2]([NH2:1])=[N:3][CH2:4][CH2:5]2)[CH:9]=[CH:10][CH:11]=[CH:12][CH:13]=1.